This data is from NCI-60 drug combinations with 297,098 pairs across 59 cell lines. The task is: Regression. Given two drug SMILES strings and cell line genomic features, predict the synergy score measuring deviation from expected non-interaction effect. (1) Drug 1: CN(CCCl)CCCl.Cl. Drug 2: CC(C)CN1C=NC2=C1C3=CC=CC=C3N=C2N. Cell line: HCC-2998. Synergy scores: CSS=11.9, Synergy_ZIP=-1.90, Synergy_Bliss=-6.05, Synergy_Loewe=-13.0, Synergy_HSA=-8.90. (2) Drug 1: CCC(=C(C1=CC=CC=C1)C2=CC=C(C=C2)OCCN(C)C)C3=CC=CC=C3.C(C(=O)O)C(CC(=O)O)(C(=O)O)O. Drug 2: CC12CCC3C(C1CCC2OP(=O)(O)O)CCC4=C3C=CC(=C4)OC(=O)N(CCCl)CCCl.[Na+]. Cell line: IGROV1. Synergy scores: CSS=22.1, Synergy_ZIP=-5.20, Synergy_Bliss=0.625, Synergy_Loewe=-1.51, Synergy_HSA=-0.886. (3) Drug 1: CNC(=O)C1=NC=CC(=C1)OC2=CC=C(C=C2)NC(=O)NC3=CC(=C(C=C3)Cl)C(F)(F)F. Drug 2: CC(C)(C#N)C1=CC(=CC(=C1)CN2C=NC=N2)C(C)(C)C#N. Cell line: UACC-257. Synergy scores: CSS=-3.22, Synergy_ZIP=0.869, Synergy_Bliss=-2.43, Synergy_Loewe=-5.85, Synergy_HSA=-5.68. (4) Drug 1: CS(=O)(=O)C1=CC(=C(C=C1)C(=O)NC2=CC(=C(C=C2)Cl)C3=CC=CC=N3)Cl. Drug 2: C1CN(CCN1C(=O)CCBr)C(=O)CCBr. Cell line: OVCAR-5. Synergy scores: CSS=15.7, Synergy_ZIP=-4.83, Synergy_Bliss=-1.65, Synergy_Loewe=-2.73, Synergy_HSA=-1.38.